From a dataset of Peptide-MHC class I binding affinity with 185,985 pairs from IEDB/IMGT. Regression. Given a peptide amino acid sequence and an MHC pseudo amino acid sequence, predict their binding affinity value. This is MHC class I binding data. (1) The peptide sequence is NLPSKPVWL. The MHC is HLA-B15:17 with pseudo-sequence HLA-B15:17. The binding affinity (normalized) is 0.0847. (2) The peptide sequence is MPSEDGAEA. The MHC is HLA-B51:01 with pseudo-sequence HLA-B51:01. The binding affinity (normalized) is 0.131.